Dataset: Reaction yield outcomes from USPTO patents with 853,638 reactions. Task: Predict the reaction yield, written as a fraction of the theoretical maximum amount of product (1.0 means a 100% yield; for example, 0.34 means a 34% yield). (1) The reactants are ClC(Cl)(O[C:5](=[O:11])OC(Cl)(Cl)Cl)Cl.[Cl:13][C:14]1[CH:19]=[CH:18][C:17]([N:20]2[C:24]([C:25]([F:28])([F:27])[F:26])=[C:23]([NH2:29])[CH:22]=[N:21]2)=[CH:16][CH:15]=1.C([O-])([O-])=O.[Na+].[Na+].Cl.[CH3:37][S:38]([C:41]1[CH:42]=[C:43]([NH2:47])[CH:44]=[CH:45][CH:46]=1)(=[O:40])=[O:39]. The catalyst is C(Cl)Cl.O. The product is [Cl:13][C:14]1[CH:15]=[CH:16][C:17]([N:20]2[C:24]([C:25]([F:27])([F:26])[F:28])=[C:23]([NH:29][C:5]([NH:47][C:43]3[CH:44]=[CH:45][CH:46]=[C:41]([S:38]([CH3:37])(=[O:40])=[O:39])[CH:42]=3)=[O:11])[CH:22]=[N:21]2)=[CH:18][CH:19]=1. The yield is 0.220. (2) The reactants are Br[CH2:2][C:3]([C:5]1[C:6](=[O:17])[N:7]([CH3:16])[C:8]2[C:13]([CH:14]=1)=[CH:12][CH:11]=[CH:10][C:9]=2[Cl:15])=O.[CH3:18][C:19]1[CH:20]=[C:21]([NH:26][C:27]([NH2:29])=[S:28])[CH:22]=[C:23]([CH3:25])[CH:24]=1. The catalyst is C(O)C. The product is [Cl:15][C:9]1[CH:10]=[CH:11][CH:12]=[C:13]2[C:8]=1[N:7]([CH3:16])[C:6](=[O:17])[C:5]([C:3]1[N:29]=[C:27]([NH:26][C:21]3[CH:20]=[C:19]([CH3:18])[CH:24]=[C:23]([CH3:25])[CH:22]=3)[S:28][CH:2]=1)=[CH:14]2. The yield is 0.500. (3) The yield is 0.220. The product is [CH2:8]([O:15][C:2]1[CH:7]=[CH:6][CH:5]=[CH:4][N:3]=1)[C:9]1[CH:14]=[CH:13][CH:12]=[CH:11][CH:10]=1. The catalyst is C1(C)C=CC=CC=1. The reactants are Cl[C:2]1[CH:7]=[CH:6][CH:5]=[CH:4][N:3]=1.[CH2:8]([OH:15])[C:9]1[CH:14]=[CH:13][CH:12]=[CH:11][CH:10]=1.[OH-].[K+].